From a dataset of Full USPTO retrosynthesis dataset with 1.9M reactions from patents (1976-2016). Predict the reactants needed to synthesize the given product. (1) Given the product [Cl:21][C:22]1[CH:28]=[CH:27][CH:26]=[CH:25][C:23]=1[NH:24][C:4]1[C:5](=[O:20])[C:6](=[O:19])[C:7]=1[NH:8][C:9]1[CH:14]=[CH:13][C:12]([N+:15]([O-:17])=[O:16])=[CH:11][C:10]=1[OH:18], predict the reactants needed to synthesize it. The reactants are: C(O[C:4]1[C:5](=[O:20])[C:6](=[O:19])[C:7]=1[NH:8][C:9]1[CH:14]=[CH:13][C:12]([N+:15]([O-:17])=[O:16])=[CH:11][C:10]=1[OH:18])C.[Cl:21][C:22]1[C:28](Cl)=[CH:27][CH:26]=[CH:25][C:23]=1[NH2:24].C(OC(=O)C)C. (2) Given the product [CH:40]([N:37]1[CH2:36][CH2:35][N:34]([C:31]2[CH:30]=[CH:29][C:28]([NH:27][C:21]3[C:22]4[N:23]([N:24]=[CH:25][N:26]=4)[C:18]([C:2]4[CH:3]=[C:4]5[C:8](=[CH:9][CH:10]=4)[C:7](=[O:11])[NH:6][C:5]5([CH3:13])[CH3:12])=[CH:19][N:20]=3)=[CH:33][CH:32]=2)[CH2:39][CH2:38]1)([CH3:42])[CH3:41], predict the reactants needed to synthesize it. The reactants are: Br[C:2]1[CH:3]=[C:4]2[C:8](=[CH:9][CH:10]=1)[C:7](=[O:11])[NH:6][C:5]2([CH3:13])[CH3:12].B([O-])[O-].Br[C:18]1[N:23]2[N:24]=[CH:25][N:26]=[C:22]2[C:21]([NH:27][C:28]2[CH:33]=[CH:32][C:31]([N:34]3[CH2:39][CH2:38][N:37]([CH:40]([CH3:42])[CH3:41])[CH2:36][CH2:35]3)=[CH:30][CH:29]=2)=[N:20][CH:19]=1. (3) Given the product [C:1]([O:5][C:6]([N:8]1[CH2:13][C@H:12]2[C@H:10]([CH2:11]2)[C@H:9]1[CH2:14][NH:15][C:25]([C:24]1[CH:23]=[CH:22][CH:21]=[C:20]2[O:16][CH:17]=[CH:18][C:19]=12)=[O:26])=[O:7])([CH3:4])([CH3:3])[CH3:2], predict the reactants needed to synthesize it. The reactants are: [C:1]([O:5][C:6]([N:8]1[CH2:13][C@H:12]2[C@H:10]([CH2:11]2)[C@H:9]1[CH2:14][NH2:15])=[O:7])([CH3:4])([CH3:3])[CH3:2].[O:16]1[C:20]2=[CH:21][CH:22]=[CH:23][C:24]([C:25](O)=[O:26])=[C:19]2[CH:18]=[CH:17]1. (4) Given the product [OH:22][B:18]1[C:10]2[CH:11]=[C:12]([C:15](=[O:17])[CH3:16])[CH:13]=[CH:14][C:9]=2[C:20]([CH3:25])([CH3:26])[O:19]1, predict the reactants needed to synthesize it. The reactants are: C(OCOC([C:9]1[CH:14]=[CH:13][C:12]([C:15](=[O:17])[CH3:16])=[CH:11][C:10]=1[B:18]1[O:22]C(C)(C)[C:20]([CH3:26])([CH3:25])[O:19]1)(C)C)C.Cl.O. (5) Given the product [CH3:1][S:2]([C:5]1[CH:10]=[CH:9][C:8]([NH:11][C:12]2[C:17]([N+:18]([O-:20])=[O:19])=[C:16]([O:21][CH:22]3[CH2:27][CH2:26][N:25]([S:40]([C:36]4[S:35][CH:39]=[CH:38][CH:37]=4)(=[O:42])=[O:41])[CH2:24][CH2:23]3)[N:15]=[CH:14][N:13]=2)=[CH:7][CH:6]=1)(=[O:4])=[O:3], predict the reactants needed to synthesize it. The reactants are: [CH3:1][S:2]([C:5]1[CH:10]=[CH:9][C:8]([NH:11][C:12]2[C:17]([N+:18]([O-:20])=[O:19])=[C:16]([O:21][CH:22]3[CH2:27][CH2:26][NH:25][CH2:24][CH2:23]3)[N:15]=[CH:14][N:13]=2)=[CH:7][CH:6]=1)(=[O:4])=[O:3].C(N(CC)CC)C.[S:35]1[CH:39]=[CH:38][CH:37]=[C:36]1[S:40](Cl)(=[O:42])=[O:41].